This data is from Forward reaction prediction with 1.9M reactions from USPTO patents (1976-2016). The task is: Predict the product of the given reaction. Given the reactants CS(C)=O.C(Cl)(=O)C(Cl)=O.[C:11]([NH:30][C@H:31]([CH2:34][CH3:35])[CH2:32][OH:33])([C:24]1[CH:29]=[CH:28][CH:27]=[CH:26][CH:25]=1)([C:18]1[CH:23]=[CH:22][CH:21]=[CH:20][CH:19]=1)[C:12]1[CH:17]=[CH:16][CH:15]=[CH:14][CH:13]=1.CCN(CC)CC, predict the reaction product. The product is: [C:11]([NH:30][C@H:31]([CH2:34][CH3:35])[CH:32]=[O:33])([C:18]1[CH:19]=[CH:20][CH:21]=[CH:22][CH:23]=1)([C:24]1[CH:29]=[CH:28][CH:27]=[CH:26][CH:25]=1)[C:12]1[CH:17]=[CH:16][CH:15]=[CH:14][CH:13]=1.